This data is from Reaction yield outcomes from USPTO patents with 853,638 reactions. The task is: Predict the reaction yield, written as a fraction of the theoretical maximum amount of product (1.0 means a 100% yield; for example, 0.34 means a 34% yield). (1) The reactants are Br.[CH2:2]([C:4]1[N:5]=[C:6]([C@@H:9]([NH2:20])[CH2:10][C:11]2[CH:16]=[CH:15][C:14]([N+:17]([O-:19])=[O:18])=[CH:13][CH:12]=2)[S:7][CH:8]=1)[CH3:3].[C:21]1([CH2:27][C:28](O)=[O:29])[CH:26]=[CH:25][CH:24]=[CH:23][CH:22]=1.ON1C2C=CC=CC=2N=N1.CN(C)CCCN=C=NCC.C(N(CC)CC)C. The catalyst is CN(C=O)C.O. The product is [CH2:2]([C:4]1[N:5]=[C:6]([CH:9]([NH:20][C:28](=[O:29])[CH2:27][C:21]2[CH:26]=[CH:25][CH:24]=[CH:23][CH:22]=2)[CH2:10][C:11]2[CH:16]=[CH:15][C:14]([N+:17]([O-:19])=[O:18])=[CH:13][CH:12]=2)[S:7][CH:8]=1)[CH3:3]. The yield is 0.600. (2) The reactants are [N:1]1[C:6]2[NH:7][C@@H:8]3[CH2:13][N:12]([C:5]=2[CH:4]=[CH:3][C:2]=1[N:14]1[CH2:20][CH2:19][CH2:18][N:17]([C:21]([O:23][C:24]([CH3:27])([CH3:26])[CH3:25])=[O:22])[CH2:16][CH2:15]1)[CH2:11][CH2:10][CH2:9]3.C1([O:34][C:35](=O)[NH:36][C:37]2[CH:42]=[CH:41][N:40]=[CH:39][N:38]=2)C=CC=CC=1. The catalyst is CN(C)C1C=CN=CC=1.C(#N)C. The product is [N:40]1[CH:41]=[CH:42][C:37]([NH:36][C:35]([N:7]2[C@@H:8]3[CH2:13][N:12]([CH2:11][CH2:10][CH2:9]3)[C:5]3[CH:4]=[CH:3][C:2]([N:14]4[CH2:20][CH2:19][CH2:18][N:17]([C:21]([O:23][C:24]([CH3:27])([CH3:26])[CH3:25])=[O:22])[CH2:16][CH2:15]4)=[N:1][C:6]2=3)=[O:34])=[N:38][CH:39]=1. The yield is 0.550. (3) The reactants are [CH3:1][N:2]([S:8]([C:11]1[CH:16]=[CH:15][C:14]([CH3:17])=[CH:13][CH:12]=1)(=[O:10])=[O:9])[C:3](=[CH2:7])[C:4]([OH:6])=O.CCOC(OC(OCC)=O)=O.[F:29][C:30]([F:47])([F:46])[O:31][C:32]1[CH:37]=[CH:36][C:35]([C:38]2[CH:43]=[C:42]([CH2:44][NH2:45])[CH:41]=[CH:40][N:39]=2)=[CH:34][CH:33]=1. The product is [CH3:1][N:2]([S:8]([C:11]1[CH:16]=[CH:15][C:14]([CH3:17])=[CH:13][CH:12]=1)(=[O:10])=[O:9])[C:3](=[CH2:7])[C:4]([NH:45][CH2:44][C:42]1[CH:41]=[CH:40][N:39]=[C:38]([C:35]2[CH:34]=[CH:33][C:32]([O:31][C:30]([F:47])([F:29])[F:46])=[CH:37][CH:36]=2)[CH:43]=1)=[O:6]. The catalyst is C1COCC1. The yield is 0.250. (4) The reactants are [CH3:1][C:2]1[C:7]2[CH2:8][CH2:9][C:10]3[CH:15]=[CH:14][N:13]=[CH:12][C:11]=3[CH:16]([NH2:17])[C:6]=2[CH:5]=[CH:4][CH:3]=1.[C:18](=S)=[S:19].C(Cl)CCl. The catalyst is C1COCC1. The product is [CH3:1][C:2]1[C:7]2[CH2:8][CH2:9][C:10]3[CH:15]=[CH:14][N:13]=[CH:12][C:11]=3[CH:16]([N:17]=[C:18]=[S:19])[C:6]=2[CH:5]=[CH:4][CH:3]=1. The yield is 0.790.